Task: Predict the reactants needed to synthesize the given product.. Dataset: Full USPTO retrosynthesis dataset with 1.9M reactions from patents (1976-2016) Given the product [CH2:15]([O:17][C:18]([N:20]1[CH2:21][CH2:22][N:23]([CH2:5][CH2:4][N+:1]([O-:3])=[O:2])[CH2:24][CH2:25]1)=[O:19])[CH3:16], predict the reactants needed to synthesize it. The reactants are: [N+:1]([CH2:4][CH2:5]OC(=O)C1C=CC=CC=1)([O-:3])=[O:2].[CH2:15]([O:17][C:18]([N:20]1[CH2:25][CH2:24][NH:23][CH2:22][CH2:21]1)=[O:19])[CH3:16].